This data is from Catalyst prediction with 721,799 reactions and 888 catalyst types from USPTO. The task is: Predict which catalyst facilitates the given reaction. (1) Reactant: [N+:1]([C:4]1[CH:5]=[C:6]([C@H:10](O)[CH3:11])[CH:7]=[CH:8][CH:9]=1)([O-:3])=[O:2].C1(P([N:27]=[N+:28]=[N-:29])(C2C=CC=CC=2)=O)C=CC=CC=1.N12CCCN=C1CCCCC2. Product: [N:27]([C@H:10]([C:6]1[CH:7]=[CH:8][CH:9]=[C:4]([N+:1]([O-:3])=[O:2])[CH:5]=1)[CH3:11])=[N+:28]=[N-:29]. The catalyst class is: 355. (2) Reactant: Cl[CH2:2][C:3]1[CH:4]=[C:5]([CH:9]=[CH:10][CH:11]=1)[C:6]([OH:8])=[O:7].[H-].[Na+].[CH2:14]([O:18]CC1C=CC(C(O)=O)=CC=1)[CH2:15]C=C. Product: [CH2:14]([O:18][CH2:2][C:3]1[CH:4]=[C:5]([CH:9]=[CH:10][CH:11]=1)[C:6]([OH:8])=[O:7])[CH3:15]. The catalyst class is: 8. (3) Reactant: [C:1]([C:4]1[N:9]=[CH:8][C:7]([C:10]2([C:18]#[N:19])[CH2:15][CH2:14][C:13]([F:17])([F:16])[CH2:12][CH2:11]2)=[CH:6][CH:5]=1)(=[O:3])[CH3:2].[CH3:20][Mg]Br.CCOCC. Product: [F:17][C:13]1([F:16])[CH2:12][CH2:11][C:10]([C:7]2[CH:8]=[N:9][C:4]([C:1]([OH:3])([CH3:20])[CH3:2])=[CH:5][CH:6]=2)([C:18]#[N:19])[CH2:15][CH2:14]1. The catalyst class is: 1. (4) Reactant: [Br:1][C:2]1[N:7]=[N:6][C:5]([C:8]([OH:10])=O)=[CH:4][CH:3]=1.C1N=C[N:13](C(N2C=NC=C2)=O)[CH:12]=1.CN. Product: [Br:1][C:2]1[N:7]=[N:6][C:5]([C:8]([NH:13][CH3:12])=[O:10])=[CH:4][CH:3]=1. The catalyst class is: 1. (5) Reactant: [C:1]([NH:9][CH:10]1[CH2:13][N:12]([C:14](OC(C)(C)C)=O)[CH2:11]1)(=[O:8])[C:2]1[CH:7]=[CH:6][CH:5]=[CH:4][CH:3]=1.C(C(O)=O)(F)(F)F.[C:28]([N:35]1[CH2:38]C(=O)[CH2:36]1)([O:30][C:31]([CH3:34])([CH3:33])[CH3:32])=[O:29].[BH-](OC(C)=O)(OC(C)=O)OC(C)=O.[Na+]. Product: [C:1]([NH:9][CH:10]1[CH2:11][N:12]([CH:14]2[CH2:38][N:35]([C:28]([O:30][C:31]([CH3:34])([CH3:33])[CH3:32])=[O:29])[CH2:36]2)[CH2:13]1)(=[O:8])[C:2]1[CH:3]=[CH:4][CH:5]=[CH:6][CH:7]=1. The catalyst class is: 2. (6) Reactant: I[C:2]1[CH:3]=[N:4][CH:5]=[N:6][CH:7]=1.[OH:8][C:9]1[CH:14]=[CH:13][C:12]([C:15]#[C:16][C:17]2[CH:22]=[CH:21][C:20]([CH2:23][CH:24]([NH:26][C:27](=[O:29])[CH3:28])[CH3:25])=[CH:19][CH:18]=2)=[CH:11][CH:10]=1.Cl.CN(C)CC(O)=O.C([O-])([O-])=O.[Cs+].[Cs+]. Product: [N:4]1[CH:3]=[C:2]([O:8][C:9]2[CH:14]=[CH:13][C:12]([C:15]#[C:16][C:17]3[CH:22]=[CH:21][C:20]([CH2:23][CH:24]([NH:26][C:27](=[O:29])[CH3:28])[CH3:25])=[CH:19][CH:18]=3)=[CH:11][CH:10]=2)[CH:7]=[N:6][CH:5]=1. The catalyst class is: 321.